This data is from Catalyst prediction with 721,799 reactions and 888 catalyst types from USPTO. The task is: Predict which catalyst facilitates the given reaction. (1) Reactant: Cl[C:2]1[C:11]2[C:6](=[C:7]([O:14][CH:15]3[CH2:19][CH2:18][CH2:17][CH2:16]3)[C:8]([O:12][CH3:13])=[CH:9][CH:10]=2)[O:5][C:4](=[O:20])[CH:3]=1.[NH2:21][CH2:22][C:23]([NH2:25])=[O:24].Cl.C(N(CC)CC)C. Product: [CH:15]1([O:14][C:7]2[C:8]([O:12][CH3:13])=[CH:9][CH:10]=[C:11]3[C:6]=2[O:5][C:4](=[O:20])[CH:3]=[C:2]3[NH:21][CH2:22][C:23]([NH2:25])=[O:24])[CH2:19][CH2:18][CH2:17][CH2:16]1. The catalyst class is: 8. (2) Reactant: Br[C:2]1[CH:3]=[C:4]([C:15]2([C:19]([O:21][CH2:22][CH3:23])=[O:20])[CH2:18][CH2:17][CH2:16]2)[CH:5]=[C:6]([Cl:14])[C:7]=1[O:8][CH2:9][C:10]([F:13])([F:12])[F:11].[CH3:24][C:25]1[CH:30]=[CH:29][C:28](B(O)O)=[CH:27][CH:26]=1.[F-].[Cs+]. Product: [Cl:14][C:6]1[CH:5]=[C:4]([C:15]2([C:19]([O:21][CH2:22][CH3:23])=[O:20])[CH2:18][CH2:17][CH2:16]2)[CH:3]=[C:2]([C:28]2[CH:29]=[CH:30][C:25]([CH3:24])=[CH:26][CH:27]=2)[C:7]=1[O:8][CH2:9][C:10]([F:13])([F:12])[F:11]. The catalyst class is: 104. (3) Reactant: [CH3:1][O:2][C:3]([C:5]1[CH:6]=[C:7]2[C:11](=[CH:12][CH:13]=1)[N:10]([CH3:14])[CH:9]=[CH:8]2)=[O:4].[F:15][C:16]1[CH:23]=[CH:22][C:19]([CH2:20]Br)=[CH:18][CH:17]=1.O1CCOCC1. Product: [CH3:1][O:2][C:3]([C:5]1[CH:6]=[C:7]2[C:11](=[CH:12][CH:13]=1)[N:10]([CH3:14])[CH:9]=[C:8]2[CH2:20][C:19]1[CH:22]=[CH:23][C:16]([F:15])=[CH:17][CH:18]=1)=[O:4]. The catalyst class is: 28. (4) Reactant: [CH3:1][C@@H:2]1[CH2:7][NH:6][C@@H:5]([CH3:8])[CH2:4][NH:3]1.[S:9](N)([NH2:12])(=[O:11])=[O:10]. Product: [CH3:1][C@H:2]1[CH2:7][NH:6][C@H:5]([CH3:8])[CH2:4][N:3]1[S:9]([NH2:12])(=[O:11])=[O:10]. The catalyst class is: 12. (5) Reactant: [Br:1][C:2]1[N:7]=[C:6]([CH:8]=O)[CH:5]=[CH:4][CH:3]=1.[NH2:10][C@@H:11]([CH2:15][OH:16])[CH:12]([CH3:14])[CH3:13].C(O)(=O)C.C([BH3-])#N. Product: [Br:1][C:2]1[N:7]=[C:6]([CH2:8][NH:10][C@H:11]([CH:12]([CH3:14])[CH3:13])[CH2:15][OH:16])[CH:5]=[CH:4][CH:3]=1. The catalyst class is: 5. (6) Reactant: [CH2:1]([CH:3]1[CH2:8][C:7](=[O:9])[NH:6][N:5]=[C:4]1[C:10]1[CH:32]=[CH:31][C:13]2[N:14]=[C:15]([C:17]3[CH:30]=[CH:29][C:20]([O:21][CH2:22][CH:23]4[CH2:28][CH2:27][NH:26][CH2:25][CH2:24]4)=[CH:19][CH:18]=3)[O:16][C:12]=2[CH:11]=1)[CH3:2].Cl.[CH3:34][S:35](Cl)(=[O:37])=[O:36]. Product: [CH2:1]([CH:3]1[C:4]([C:10]2[CH:32]=[CH:31][C:13]3[N:14]=[C:15]([C:17]4[CH:30]=[CH:29][C:20]([O:21][CH2:22][CH:23]5[CH2:24][CH2:25][N:26]([S:35]([CH3:34])(=[O:37])=[O:36])[CH2:27][CH2:28]5)=[CH:19][CH:18]=4)[O:16][C:12]=3[CH:11]=2)=[N:5][NH:6][C:7](=[O:9])[CH2:8]1)[CH3:2]. The catalyst class is: 347. (7) Reactant: C([O:3][C:4]([C:6]1[N:7]([CH:29]2[CH2:31][CH2:30]2)[C:8]([C:18]2[CH:23]=[CH:22][C:21]([O:24][C:25]([F:28])([F:27])[F:26])=[CH:20][CH:19]=2)=[N:9][C:10]=1[C:11]1[CH:12]=[N:13][C:14]([OH:17])=[CH:15][CH:16]=1)=[O:5])C.[OH-].[Na+]. Product: [CH:29]1([N:7]2[C:6]([C:4]([OH:5])=[O:3])=[C:10]([C:11]3[CH:12]=[N:13][C:14]([OH:17])=[CH:15][CH:16]=3)[N:9]=[C:8]2[C:18]2[CH:23]=[CH:22][C:21]([O:24][C:25]([F:27])([F:28])[F:26])=[CH:20][CH:19]=2)[CH2:31][CH2:30]1. The catalyst class is: 14. (8) Product: [C:10]([O:9][C:8]([NH:7][CH:4]1[CH2:3][CH2:2][N:1]([C:18]([C:21]2[CH:30]=[CH:29][C:24]([C:25]([O:27][CH3:28])=[O:26])=[CH:23][CH:22]=2)=[O:19])[CH2:6][CH2:5]1)=[O:14])([CH3:11])([CH3:13])[CH3:12]. Reactant: [NH:1]1[CH2:6][CH2:5][CH:4]([NH:7][C:8](=[O:14])[O:9][C:10]([CH3:13])([CH3:12])[CH3:11])[CH2:3][CH2:2]1.ClCCl.[C:18]([C:21]1[CH:30]=[CH:29][C:24]([C:25]([O:27][CH3:28])=[O:26])=[CH:23][CH:22]=1)(Cl)=[O:19]. The catalyst class is: 66. (9) Reactant: [Br:1][C:2]1[C:3]([N:20]2[CH2:25][CH2:24][N:23](C(NC3C=CC=CC=3)=O)[CH2:22][CH2:21]2)=[C:4]2[N:10]=[C:9]([C:11]3[CH:16]=[CH:15][C:14]([N:17]([CH3:19])[CH3:18])=[CH:13][CH:12]=3)[NH:8][C:5]2=[N:6][CH:7]=1.Br[C:36]1C(N2CCN(CC)CC2)=C([N+]([O-])=O)C(N)=N[CH:41]=1.[O-]S(S([O-])=O)=O.[Na+].[Na+].CN(C1C=CC(C=O)=CC=1)C. Product: [Br:1][C:2]1[C:3]([N:20]2[CH2:21][CH2:22][N:23]([CH2:36][CH3:41])[CH2:24][CH2:25]2)=[C:4]2[N:10]=[C:9]([C:11]3[CH:12]=[CH:13][C:14]([N:17]([CH3:18])[CH3:19])=[CH:15][CH:16]=3)[NH:8][C:5]2=[N:6][CH:7]=1. The catalyst class is: 3. (10) Reactant: [C:1]([O:10][C:11]([CH3:14])([CH3:13])[CH3:12])(=[O:9])[CH2:2][CH2:3][C:4]([O:6][CH2:7]Cl)=[O:5].[O:15]1[CH2:20][CH2:19][O:18][C:17]2[CH:21]=[C:22]([C:25]3[C:29]4[O:30][C:31]([N:35]5[CH2:40][CH2:39][O:38][CH2:37][CH2:36]5)=[CH:32][C:33](=[O:34])[C:28]=4[S:27][CH:26]=3)[CH:23]=[CH:24][C:16]1=2.[I-:41].[Na+]. Product: [I-:41].[C:11]([O:10][C:1](=[O:9])[CH2:2][CH2:3][C:4]([O:6][CH2:7][O:34][C:33]1[CH:32]=[C:31]([N:35]2[CH2:36][CH2:37][O:38][CH2:39][CH2:40]2)[O+:30]=[C:29]2[C:25]([C:22]3[CH:23]=[CH:24][C:16]4[O:15][CH2:20][CH2:19][O:18][C:17]=4[CH:21]=3)=[CH:26][S:27][C:28]=12)=[O:5])([CH3:14])([CH3:13])[CH3:12]. The catalyst class is: 10.